Dataset: Reaction yield outcomes from USPTO patents with 853,638 reactions. Task: Predict the reaction yield, written as a fraction of the theoretical maximum amount of product (1.0 means a 100% yield; for example, 0.34 means a 34% yield). The reactants are [CH3:1][N:2]1[CH:6]=[CH:5][N:4]=[CH:3]1.[CH3:7][O:8][P:9]([O-:12])[O:10]C. No catalyst specified. The product is [CH3:7][O:8][P:9]([O-:12])[O-:10].[CH3:7][C:3]1[NH:4][CH:5]=[CH:6][N+:2]=1[CH3:1].[CH3:7][C:3]1[NH:4][CH:5]=[CH:6][N+:2]=1[CH3:1]. The yield is 0.960.